This data is from Catalyst prediction with 721,799 reactions and 888 catalyst types from USPTO. The task is: Predict which catalyst facilitates the given reaction. (1) The catalyst class is: 3. Reactant: F[C:2]1[CH:3]=[C:4]([CH:7]=[CH:8][CH:9]=1)[C:5]#[N:6].[OH:10][C:11]1[CH:19]=[CH:18][C:14]2[O:15][CH2:16][O:17][C:13]=2[CH:12]=1.C(=O)([O-])[O-].[Cs+].[Cs+].Cl. Product: [O:15]1[C:14]2[CH:18]=[CH:19][C:11]([O:10][C:2]3[CH:3]=[C:4]([CH:7]=[CH:8][CH:9]=3)[C:5]#[N:6])=[CH:12][C:13]=2[O:17][CH2:16]1. (2) Reactant: [Cl:1][C:2]1[N:7]=[C:6]([NH:8][CH3:9])[C:5]([CH:10]=O)=[CH:4][N:3]=1.[NH2:12][C:13]1[CH:14]=[C:15]([NH:20][C:21](=[O:32])[C:22]2[CH:27]=[CH:26][CH:25]=[C:24]([C:28]([F:31])([F:30])[F:29])[CH:23]=2)[CH:16]=[CH:17][C:18]=1[CH3:19].C([BH3-])#N.[Na+].C(O)(=O)C. Product: [Cl:1][C:2]1[N:7]=[C:6]([NH:8][CH3:9])[C:5]([CH2:10][NH:12][C:13]2[CH:14]=[C:15]([NH:20][C:21](=[O:32])[C:22]3[CH:27]=[CH:26][CH:25]=[C:24]([C:28]([F:29])([F:30])[F:31])[CH:23]=3)[CH:16]=[CH:17][C:18]=2[CH3:19])=[CH:4][N:3]=1. The catalyst class is: 254. (3) Reactant: Cl[C:2]1[C:3]([O:10][CH3:11])=[CH:4][C:5](=[O:9])[N:6]([CH3:8])[CH:7]=1.[O:12]([C:19]1[CH:24]=[CH:23][CH:22]=[CH:21][C:20]=1B(O)O)[C:13]1[CH:18]=[CH:17][CH:16]=[CH:15][CH:14]=1.C1(P(C2CCCCC2)C2C=CC=CC=2C2C(N(C)C)=CC=CC=2)CCCCC1.[F-].[Cs+]. Product: [CH3:11][O:10][C:3]1[C:2]([C:14]2[CH:15]=[CH:16][CH:17]=[CH:18][C:13]=2[O:12][C:19]2[CH:20]=[CH:21][CH:22]=[CH:23][CH:24]=2)=[CH:7][N:6]([CH3:8])[C:5](=[O:9])[CH:4]=1. The catalyst class is: 160.